Dataset: Full USPTO retrosynthesis dataset with 1.9M reactions from patents (1976-2016). Task: Predict the reactants needed to synthesize the given product. Given the product [C:51]([NH:53][C@H:54]1[CH2:55][CH2:66][N:67]([C:34]([C:33]2[CH:32]=[C:31]([CH:39]=[CH:38][CH:37]=2)[C:29]([NH:28][C:17]2[CH:18]=[CH:19][C:20]([N:22]3[CH2:27][CH2:26][CH2:25][CH2:24][CH2:23]3)=[CH:21][C:16]=2[C:12]2[CH:11]=[C:10]([CH:15]=[CH:14][N:13]=2)[C:8]([NH:7][CH2:6][C:5]2[CH:40]=[CH:41][CH:42]=[C:3]([C:2]([F:1])([F:44])[F:43])[CH:4]=2)=[O:9])=[O:30])=[O:35])[CH2:68]1)(=[O:52])[CH3:50], predict the reactants needed to synthesize it. The reactants are: [F:1][C:2]([F:44])([F:43])[C:3]1[CH:4]=[C:5]([CH:40]=[CH:41][CH:42]=1)[CH2:6][NH:7][C:8]([C:10]1[CH:15]=[CH:14][N:13]=[C:12]([C:16]2[CH:21]=[C:20]([N:22]3[CH2:27][CH2:26][CH2:25][CH2:24][CH2:23]3)[CH:19]=[CH:18][C:17]=2[NH:28][C:29]([C:31]2[CH:32]=[C:33]([CH:37]=[CH:38][CH:39]=2)[C:34](O)=[O:35])=[O:30])[CH:11]=1)=[O:9].CN(CCN1CCOCC1)C(=O)C1C=CC=[C:50]([C:51]([NH:53][C:54]2C=CC(N3CCCCC3)=C[C:55]=2[C:66]2C=C(C(=O)NCC3C=CC=C(C(F)(F)F)C=3)C=[CH:68][N:67]=2)=[O:52])C=1.CC#N.N1CC[C@H](NC(=O)C)C1.